From a dataset of Full USPTO retrosynthesis dataset with 1.9M reactions from patents (1976-2016). Predict the reactants needed to synthesize the given product. (1) Given the product [ClH:20].[CH3:1][C:2]1([CH3:19])[C:6]2([CH2:10][CH2:9][NH:8][CH2:7]2)[O:5][C:4](=[O:18])[CH2:3]1, predict the reactants needed to synthesize it. The reactants are: [CH3:1][C:2]1([CH3:19])[C:6]2([CH2:10][CH2:9][N:8](C(OC(C)(C)C)=O)[CH2:7]2)[O:5][C:4](=[O:18])[CH2:3]1.[ClH:20]. (2) Given the product [CH3:18][NH:17][C@@H:9]([C:8]([CH3:26])([CH3:25])[CH3:7])[CH2:10][N:11]1[CH2:15][CH2:14][CH2:13][CH2:12]1, predict the reactants needed to synthesize it. The reactants are: [H-].[H-].[H-].[H-].[Li+].[Al+3].[CH3:7][C:8]([CH3:26])([CH3:25])[C@H:9]([NH:17][C:18](=O)OC(C)(C)C)[C:10](=O)[N:11]1[CH2:15][CH2:14][CH2:13][CH2:12]1.O.[OH-].[Na+]. (3) Given the product [OH:19][C:20]1[CH:27]=[CH:26][C:23]([CH:24]=[CH:15][C:14]([C:12]2[S:13][C:9]([C:6]3[CH:5]=[CH:4][C:3]([C:2]([F:17])([F:1])[F:18])=[CH:8][CH:7]=3)=[CH:10][CH:11]=2)=[O:16])=[CH:22][CH:21]=1, predict the reactants needed to synthesize it. The reactants are: [F:1][C:2]([F:18])([F:17])[C:3]1[CH:8]=[CH:7][C:6]([C:9]2[S:13][C:12]([C:14](=[O:16])[CH3:15])=[CH:11][CH:10]=2)=[CH:5][CH:4]=1.[OH:19][C:20]1[CH:27]=[CH:26][C:23]([CH:24]=O)=[CH:22][CH:21]=1. (4) Given the product [C:18]1([C:16]2([CH2:15][C:14](=[O:25])[C:13]([NH:12][C:11]3[CH:2]=[C:3]4[C:8](=[CH:9][CH:10]=3)[C:6](=[O:7])[O:5][CH2:4]4)=[O:26])[CH2:24][CH2:37][CH2:28][CH2:17]2)[CH:23]=[CH:22][CH:21]=[CH:20][CH:19]=1, predict the reactants needed to synthesize it. The reactants are: Br[C:2]1[C:11]([NH:12][C:13](=[O:26])[C:14](=[O:25])[CH2:15][C:16]([CH3:24])([C:18]2[CH:23]=[CH:22][CH:21]=[CH:20][CH:19]=2)[CH3:17])=[CH:10][CH:9]=[C:8]2[C:3]=1[CH2:4][O:5][C:6]2=[O:7].N[C:28]1C=C2C(=C[CH:37]=1)C(=O)OC2.C1(C2(CC(=O)C(O)=O)CCCC2)C=CC=CC=1. (5) Given the product [O:11]1[C:20]2[C:15](=[CH:16][CH:17]=[CH:18][CH:19]=2)[C@H:14]([OH:21])[CH2:13][CH2:12]1, predict the reactants needed to synthesize it. The reactants are: C(N(CC)CC)C.C(O)=O.[O:11]1[C:20]2[C:15](=[CH:16][CH:17]=[CH:18][CH:19]=2)[C:14](=[O:21])[CH2:13][CH2:12]1. (6) Given the product [CH3:1][O:2][C:3]1[CH:4]=[C:5]([NH:15][C:16]2[N:17]=[C:18]([C:41]([OH:37])([CH3:40])[CH3:31])[CH:19]=[C:20]([CH3:22])[N:21]=2)[CH:6]=[CH:7][C:8]=1[N:9]1[CH:13]=[C:12]([CH3:14])[N:11]=[CH:10]1, predict the reactants needed to synthesize it. The reactants are: [CH3:1][O:2][C:3]1[CH:4]=[C:5]([NH:15][C:16]2[N:21]=[C:20]([C:22](OCC)=O)[CH:19]=[C:18](C)[N:17]=2)[CH:6]=[CH:7][C:8]=1[N:9]1[CH:13]=[C:12]([CH3:14])[N:11]=[CH:10]1.C[Mg]Cl.[C:31](=O)([O-])[O-].[Na+].[Na+].[O:37]1[CH2:41][CH2:40]CC1. (7) The reactants are: C(OC([N:11]1[CH2:16][CH2:15][N:14](C(OCC2C=CC=CC=2)=O)[CH2:13][CH:12]1[C:27](=[O:30])[NH:28][CH3:29])=O)C1C=CC=CC=1. Given the product [CH3:29][NH:28][C:27]([CH:12]1[CH2:13][NH:14][CH2:15][CH2:16][NH:11]1)=[O:30], predict the reactants needed to synthesize it. (8) Given the product [CH3:1][O:2][C:3]1[CH:8]=[CH:7][N:6]=[C:5]2[NH:9][CH:10]=[C:11]([CH:12]3[CH2:17][CH2:16][N:15]([C:18]([O:20][C:21]([CH3:24])([CH3:23])[CH3:22])=[O:19])[CH2:14][CH2:13]3)[C:4]=12, predict the reactants needed to synthesize it. The reactants are: [CH3:1][O:2][C:3]1[CH:8]=[CH:7][N:6]=[C:5]2[NH:9][CH:10]=[C:11]([C:12]3[CH2:13][CH2:14][N:15]([C:18]([O:20][C:21]([CH3:24])([CH3:23])[CH3:22])=[O:19])[CH2:16][CH:17]=3)[C:4]=12.C1COCC1. (9) Given the product [Br:35][CH2:2][CH2:3][CH2:4][CH:5]([NH:7][C:8](=[O:14])[O:9][C:10]([CH3:13])([CH3:12])[CH3:11])[CH3:6], predict the reactants needed to synthesize it. The reactants are: O[CH2:2][CH2:3][CH2:4][CH:5]([NH:7][C:8](=[O:14])[O:9][C:10]([CH3:13])([CH3:12])[CH3:11])[CH3:6].C1(P(C2C=CC=CC=2)C2C=CC=CC=2)C=CC=CC=1.C(Br)(Br)(Br)[Br:35]. (10) Given the product [O:1]1[CH2:6][CH2:5][CH:4]([C:7]([O:9][C:10]2[CH:15]=[CH:14][CH:13]=[CH:12][CH:11]=2)=[O:8])[CH2:3][CH2:2]1, predict the reactants needed to synthesize it. The reactants are: [O:1]1[CH2:6][CH2:5][CH:4]([C:7]([OH:9])=[O:8])[CH2:3][CH2:2]1.[C:10]1(O)[CH:15]=[CH:14][CH:13]=[CH:12][CH:11]=1.C1CN([P+](ON2N=NC3C=CC=CC2=3)(N2CCCC2)N2CCCC2)CC1.F[P-](F)(F)(F)(F)F.C(N(CC)CC)C.